This data is from In vitro SARS-CoV-2 activity screen of 1,480 approved drugs from Prestwick library. The task is: Binary Classification. Given a drug SMILES string, predict its activity (active/inactive) in a high-throughput screening assay against a specified biological target. (1) The drug is COc1cc(/C=C/C(=O)N2CCN(CC(=O)N3CCCC3)CC2)cc(OC)c1OC.O=C(O)/C=C\C(=O)O. The result is 0 (inactive). (2) The drug is CC(=O)Oc1ccccc1C(=O)O. The result is 0 (inactive). (3) The molecule is NC(=O)c1cn(Cc2c(F)cccc2F)nn1. The result is 0 (inactive).